From a dataset of Forward reaction prediction with 1.9M reactions from USPTO patents (1976-2016). Predict the product of the given reaction. (1) Given the reactants [F:1][C:2]1[CH:7]=[C:6]([F:8])[CH:5]=[CH:4][C:3]=1[C:9]1[CH:14]=[CH:13][CH:12]=[C:11]([NH:15][C:16]([C:18]2[NH:19][C:20]3[C:25]([CH:26]=2)=[CH:24][CH:23]=[C:22]([O:27]C)[CH:21]=3)=[O:17])[CH:10]=1.B(Br)(Br)Br, predict the reaction product. The product is: [F:1][C:2]1[CH:7]=[C:6]([F:8])[CH:5]=[CH:4][C:3]=1[C:9]1[CH:14]=[CH:13][CH:12]=[C:11]([NH:15][C:16]([C:18]2[NH:19][C:20]3[C:25]([CH:26]=2)=[CH:24][CH:23]=[C:22]([OH:27])[CH:21]=3)=[O:17])[CH:10]=1. (2) Given the reactants [H-].[Na+].[N+:3]([C:6]1[CH:7]=[CH:8][C:9]2[NH:15][C:14](=[O:16])[CH2:13][CH2:12][CH2:11][C:10]=2[CH:17]=1)([O-:5])=[O:4].I[CH3:19], predict the reaction product. The product is: [CH3:19][N:15]1[C:9]2[CH:8]=[CH:7][C:6]([N+:3]([O-:5])=[O:4])=[CH:17][C:10]=2[CH2:11][CH2:12][CH2:13][C:14]1=[O:16].